This data is from Reaction yield outcomes from USPTO patents with 853,638 reactions. The task is: Predict the reaction yield, written as a fraction of the theoretical maximum amount of product (1.0 means a 100% yield; for example, 0.34 means a 34% yield). (1) The reactants are [CH3:1][C:2]1[C:11]([N+:12]([O-])=O)=[CH:10][CH:9]=[CH:8][C:3]=1[C:4]([O:6][CH3:7])=[O:5]. The catalyst is [Pd].CO. The product is [NH2:12][C:11]1[C:2]([CH3:1])=[C:3]([CH:8]=[CH:9][CH:10]=1)[C:4]([O:6][CH3:7])=[O:5]. The yield is 1.00. (2) The reactants are [F:1][C:2]1[CH:3]=[C:4]2[C:8](=[CH:9][CH:10]=1)[CH2:7][N:6]([N:11]([CH3:45])[C:12](=[O:44])[CH2:13][N:14]([C:31]1[CH:36]=[CH:35][C:34]([C:37]3[N:41]=[C:40]([CH3:42])[O:39][N:38]=3)=[CH:33][C:32]=1[CH3:43])[CH2:15][C:16]([NH:18][CH2:19][CH2:20][N:21](C(OC(C)(C)C)=O)[CH2:22][CH3:23])=[O:17])[CH2:5]2.[ClH:46].O1CCOCC1.Cl.C(OCC)(=O)C. The catalyst is ClCCl.C(Cl)(Cl)Cl. The product is [ClH:46].[ClH:46].[F:1][C:2]1[CH:3]=[C:4]2[C:8](=[CH:9][CH:10]=1)[CH2:7][N:6]([N:11]([CH3:45])[C:12](=[O:44])[CH2:13][N:14]([C:31]1[CH:36]=[CH:35][C:34]([C:37]3[N:41]=[C:40]([CH3:42])[O:39][N:38]=3)=[CH:33][C:32]=1[CH3:43])[CH2:15][C:16]([NH:18][CH2:19][CH2:20][NH:21][CH2:22][CH3:23])=[O:17])[CH2:5]2. The yield is 0.860.